Dataset: Catalyst prediction with 721,799 reactions and 888 catalyst types from USPTO. Task: Predict which catalyst facilitates the given reaction. (1) Reactant: C([O:4][C:5]1[CH:14]=[CH:13][C:12]2[C:7](=[CH:8][CH:9]=[CH:10][CH:11]=2)[C:6]=1[CH2:15][NH:16][C:17]([C:19]1[C:24]2[O:25][C:26]3[C@@:27]([CH3:37])([C:28](=[O:36])[C:29]([C:33](=[O:35])[CH3:34])=[C:30]([OH:32])[CH:31]=3)[C:23]=2[C:22]([OH:38])=[CH:21][C:20]=1[O:39][CH3:40])=[O:18])(=O)C.C(=O)([O-])[O-].[K+].[K+].Cl. Product: [C:33]([C:29]1[C:28](=[O:36])[C@@:27]2([CH3:37])[C:23]3[C:22]([OH:38])=[CH:21][C:20]([O:39][CH3:40])=[C:19]([C:17]([NH:16][CH2:15][C:6]4[C:7]5[C:12](=[CH:11][CH:10]=[CH:9][CH:8]=5)[CH:13]=[CH:14][C:5]=4[OH:4])=[O:18])[C:24]=3[O:25][C:26]2=[CH:31][C:30]=1[OH:32])(=[O:35])[CH3:34]. The catalyst class is: 61. (2) Reactant: [Cl:1][C:2]1[C:3]([O:11][CH2:12][C:13]([F:16])([F:15])[F:14])=[N:4][CH:5]=[C:6]([CH:10]=1)[C:7](O)=[O:8].[BH4-].[Na+].Cl.C(=O)(O)[O-].[Na+]. Product: [Cl:1][C:2]1[CH:10]=[C:6]([CH2:7][OH:8])[CH:5]=[N:4][C:3]=1[O:11][CH2:12][C:13]([F:14])([F:15])[F:16]. The catalyst class is: 20. (3) Reactant: [N:1]([CH2:4][C@H:5]([OH:22])[CH2:6][N:7]1[C:13]2[CH:14]=[CH:15][CH:16]=[CH:17][C:12]=2[CH2:11][CH2:10][C:9]2[CH:18]=[CH:19][CH:20]=[CH:21][C:8]1=2)=[N+]=[N-].C1C=CC(P(C2C=CC=CC=2)C2C=CC=CC=2)=CC=1. Product: [NH2:1][CH2:4][C@H:5]([OH:22])[CH2:6][N:7]1[C:8]2[CH:21]=[CH:20][CH:19]=[CH:18][C:9]=2[CH2:10][CH2:11][C:12]2[CH:17]=[CH:16][CH:15]=[CH:14][C:13]1=2. The catalyst class is: 20.